From a dataset of Forward reaction prediction with 1.9M reactions from USPTO patents (1976-2016). Predict the product of the given reaction. (1) Given the reactants [NH:1]1[C:9]2[C:4](=[CH:5][C:6]([C:10]([NH:12][NH2:13])=[O:11])=[CH:7][CH:8]=2)[CH:3]=[CH:2]1.[N:14]([CH2:17][C:18]1[CH:23]=[CH:22][C:21]([O:24][CH3:25])=[CH:20][CH:19]=1)=[C:15]=[S:16], predict the reaction product. The product is: [NH:1]1[C:9]2[C:4](=[CH:5][C:6]([C:10]([NH:12][NH:13][C:15](=[S:16])[NH:14][CH2:17][C:18]3[CH:23]=[CH:22][C:21]([O:24][CH3:25])=[CH:20][CH:19]=3)=[O:11])=[CH:7][CH:8]=2)[CH:3]=[CH:2]1. (2) Given the reactants [NH2:1][C:2]1[N:3]=[C:4]2[S:11][CH2:10][CH2:9][N:5]2[C:6](=[O:8])[CH:7]=1.[OH-:12].[Na+].Cl, predict the reaction product. The product is: [NH2:1][C:2]1[NH:3][C:4](=[O:12])[N:5]([CH2:9][CH2:10][SH:11])[C:6](=[O:8])[CH:7]=1. (3) Given the reactants [NH2:1][C:2]1[S:3][CH:4]=[C:5](/[C:7](=[N:42]/[O:43][C:44]2([C:47]([OH:49])=[O:48])[CH2:46][CH2:45]2)/[C:8]([NH:10][C@@H:11]2[C:14](=[O:15])[N:13]([S:16]([OH:19])(=[O:18])=[O:17])[C@@H:12]2[CH2:20][N:21]2[N:25]=[C:24]([CH2:26][NH:27][C:28](=[NH:41])[NH:29][CH2:30][CH2:31][CH2:32][NH:33]C(=O)OC(C)(C)C)[CH:23]=[N:22]2)=[O:9])[N:6]=1.C(O)(C(F)(F)F)=O, predict the reaction product. The product is: [NH2:33][CH2:32][CH2:31][CH2:30][NH:29][C:28](=[NH:41])[NH:27][CH2:26][C:24]1[CH:23]=[N:22][N:21]([CH2:20][C@@H:12]2[C@H:11]([NH:10][C:8](=[O:9])/[C:7](=[N:42]\[O:43][C:44]3([C:47]([OH:49])=[O:48])[CH2:45][CH2:46]3)/[C:5]3[N:6]=[C:2]([NH2:1])[S:3][CH:4]=3)[C:14](=[O:15])[N:13]2[S:16]([OH:19])(=[O:18])=[O:17])[N:25]=1. (4) Given the reactants Br[C:2]1[CH:3]=[C:4]2[C:8](=[C:9]([C:11]([NH2:13])=[O:12])[CH:10]=1)[NH:7][CH:6]=[C:5]2[CH:14]1[CH2:19][CH2:18][N:17]([S:20]([CH2:23][CH3:24])(=[O:22])=[O:21])[CH2:16][CH2:15]1.[CH:25]([C:27]1[CH:28]=[C:29](B(O)O)[CH:30]=[CH:31][CH:32]=1)=[O:26].C([O-])([O-])=O.[Cs+].[Cs+], predict the reaction product. The product is: [CH2:23]([S:20]([N:17]1[CH2:18][CH2:19][CH:14]([C:5]2[C:4]3[C:8](=[C:9]([C:11]([NH2:13])=[O:12])[CH:10]=[C:2]([C:31]4[CH:30]=[CH:29][CH:28]=[C:27]([CH:25]=[O:26])[CH:32]=4)[CH:3]=3)[NH:7][CH:6]=2)[CH2:15][CH2:16]1)(=[O:22])=[O:21])[CH3:24].